Dataset: Forward reaction prediction with 1.9M reactions from USPTO patents (1976-2016). Task: Predict the product of the given reaction. (1) Given the reactants [N:1]12[CH2:8][CH2:7][CH:4]([CH2:5][CH2:6]1)[C@@H:3]([O:9][C:10]([C:12]1([C:19]3[S:20][CH:21]=[CH:22][CH:23]=3)[CH2:18][CH2:17][CH2:16][CH2:15][CH2:14][CH2:13]1)=[O:11])[CH2:2]2.[O:24]1[C:28]2[CH:29]=[CH:30][CH:31]=[CH:32][C:27]=2[C:26]([NH:33][C:34](=[O:37])[CH2:35][Cl:36])=[N:25]1, predict the reaction product. The product is: [Cl-:36].[O:24]1[C:28]2[CH:29]=[CH:30][CH:31]=[CH:32][C:27]=2[C:26]([NH:33][C:34]([CH2:35][N+:1]23[CH2:6][CH2:5][CH:4]([CH2:7][CH2:8]2)[C@@H:3]([O:9][C:10]([C:12]2([C:19]4[S:20][CH:21]=[CH:22][CH:23]=4)[CH2:18][CH2:17][CH2:16][CH2:15][CH2:14][CH2:13]2)=[O:11])[CH2:2]3)=[O:37])=[N:25]1. (2) Given the reactants CC1N=C(N2CCN(C3C=CC=CC=3)C2=O)SC=1C(OCC)=O.[F:24][CH:25]([F:51])[O:26][C:27]1[CH:50]=[CH:49][C:30]([CH2:31][N:32]2[CH2:36][CH2:35][N:34]([C:37]3[S:38][C:39]([C:43]([O:45]CC)=[O:44])=[C:40]([CH3:42])[N:41]=3)[C:33]2=[O:48])=[CH:29][CH:28]=1, predict the reaction product. The product is: [F:51][CH:25]([F:24])[O:26][C:27]1[CH:50]=[CH:49][C:30]([CH2:31][N:32]2[CH2:36][CH2:35][N:34]([C:37]3[S:38][C:39]([C:43]([OH:45])=[O:44])=[C:40]([CH3:42])[N:41]=3)[C:33]2=[O:48])=[CH:29][CH:28]=1. (3) Given the reactants [NH2:1][CH2:2][C@@H:3]1[CH2:7][CH2:6][N:5]([C:8]([O:10][C:11]([CH3:14])([CH3:13])[CH3:12])=[O:9])[CH2:4]1.C(N(C(C)C)CC)(C)C.[F:24][C:25]([F:36])([F:35])[C:26](O[C:26](=[O:27])[C:25]([F:36])([F:35])[F:24])=[O:27], predict the reaction product. The product is: [F:24][C:25]([F:36])([F:35])[C:26]([NH:1][CH2:2][C@@H:3]1[CH2:7][CH2:6][N:5]([C:8]([O:10][C:11]([CH3:14])([CH3:13])[CH3:12])=[O:9])[CH2:4]1)=[O:27].